Dataset: Full USPTO retrosynthesis dataset with 1.9M reactions from patents (1976-2016). Task: Predict the reactants needed to synthesize the given product. (1) Given the product [F:1][C:2]1[CH:7]=[CH:6][C:5]([C:8]([F:11])([F:9])[F:10])=[CH:4][C:3]=1[NH:12][C:13](=[O:14])[C:15]1[CH:16]=[CH:17][C:18]([CH3:24])=[C:19]([C:20]([NH:76][C:73]2[CH:74]=[N:75][C:70]([NH:69][C:66]3[CH:65]=[CH:64][C:63]([N:60]4[CH2:59][CH2:58][N:57]([CH3:56])[CH2:62][CH2:61]4)=[CH:68][CH:67]=3)=[N:71][CH:72]=2)=[O:21])[CH:23]=1, predict the reactants needed to synthesize it. The reactants are: [F:1][C:2]1[CH:7]=[CH:6][C:5]([C:8]([F:11])([F:10])[F:9])=[CH:4][C:3]=1[NH:12][C:13]([C:15]1[CH:16]=[CH:17][C:18]([CH3:24])=[C:19]([CH:23]=1)[C:20](O)=[O:21])=[O:14].C(N(C(C)C)CC)(C)C.ON1C2C=CC=CC=2N=N1.CCN=C=NCCCN(C)C.Cl.[CH3:56][N:57]1[CH2:62][CH2:61][N:60]([C:63]2[CH:68]=[CH:67][C:66]([NH:69][C:70]3[N:75]=[CH:74][C:73]([NH2:76])=[CH:72][N:71]=3)=[CH:65][CH:64]=2)[CH2:59][CH2:58]1. (2) The reactants are: CO[C:3](=[O:23])[C:4]1[CH:9]=[CH:8][CH:7]=[CH:6][C:5]=1[NH:10][C:11](=[O:22])[CH:12]([C:14]1[CH:19]=[CH:18][C:17]([O:20][CH3:21])=[CH:16][CH:15]=1)[CH3:13].[Li+].C[Si]([N-][Si](C)(C)C)(C)C.CCCCCC. Given the product [CH3:21][O:20][C:17]1[CH:16]=[CH:15][C:14]([C:12]2([CH3:13])[C:3](=[O:23])[C:4]3[C:5](=[CH:6][CH:7]=[CH:8][CH:9]=3)[NH:10][C:11]2=[O:22])=[CH:19][CH:18]=1, predict the reactants needed to synthesize it. (3) Given the product [Cl:1][C:2]1[CH:3]=[C:4]([CH:9]([C:25]([F:27])([F:26])[F:28])/[CH:10]=[CH:11]/[C:12]2[CH:13]=[CH:14][C:15]([N:20]3[CH:24]=[N:23][CH:22]=[N:21]3)=[C:16]([CH:19]=2)/[C:17](=[N:36]/[OH:35])/[NH2:18])[CH:5]=[C:6]([Cl:8])[CH:7]=1, predict the reactants needed to synthesize it. The reactants are: [Cl:1][C:2]1[CH:3]=[C:4]([CH:9]([C:25]([F:28])([F:27])[F:26])/[CH:10]=[CH:11]/[C:12]2[CH:13]=[CH:14][C:15]([N:20]3[CH:24]=[N:23][CH:22]=[N:21]3)=[C:16]([CH:19]=2)[C:17]#[N:18])[CH:5]=[C:6]([Cl:8])[CH:7]=1.C([O-])(=O)C.[Na+].[Cl-].[OH:35][NH3+:36]. (4) Given the product [Br:21][C:20]1[CH:19]=[C:18](/[CH:8]=[CH:7]/[C:6]2[CH:9]=[CH:10][C:3]([NH:2][CH3:1])=[CH:4][CH:5]=2)[CH:17]=[N:16][C:15]=1[O:14][CH2:13][CH2:12][OH:11], predict the reactants needed to synthesize it. The reactants are: [CH3:1][NH:2][C:3]1[CH:10]=[CH:9][C:6]([CH:7]=[CH2:8])=[CH:5][CH:4]=1.[OH:11][CH2:12][CH2:13][O:14][C:15]1[C:20]([Br:21])=[CH:19][C:18](I)=[CH:17][N:16]=1.